Dataset: Reaction yield outcomes from USPTO patents with 853,638 reactions. Task: Predict the reaction yield, written as a fraction of the theoretical maximum amount of product (1.0 means a 100% yield; for example, 0.34 means a 34% yield). (1) The reactants are [CH3:1][C:2]1[N:7]=[N:6][CH:5]=[C:4]([N:8]2[CH2:13][CH2:12][CH:11]([NH:14]C(=O)OC(C)(C)C)[CH2:10][CH2:9]2)[CH:3]=1.[ClH:22]. The catalyst is ClCCl. The product is [ClH:22].[ClH:22].[CH3:1][C:2]1[N:7]=[N:6][CH:5]=[C:4]([N:8]2[CH2:13][CH2:12][CH:11]([NH2:14])[CH2:10][CH2:9]2)[CH:3]=1. The yield is 0.820. (2) The reactants are [C:1]1([C:16]2[CH:21]=[CH:20][CH:19]=[CH:18][CH:17]=2)[CH:6]=[CH:5][C:4]([CH:7]([NH:14][CH3:15])[CH2:8][N:9]2[CH2:13][CH2:12][CH2:11][CH2:10]2)=[CH:3][CH:2]=1.[CH2:22]([O:24][C:25]([C:27]1[CH:28]=[CH:29][C:30]2[O:35][CH2:34][C:33](=[O:36])[N:32]([CH2:37][C:38]([OH:40])=O)[C:31]=2[CH:41]=1)=[O:26])[CH3:23].C(N(CC)CC)C.F[P-](F)(F)(F)(F)F.N1(O[P+](N(C)C)(N(C)C)N(C)C)C2C=CC=CC=2N=N1.FC(F)(F)C(O)=O. The catalyst is C(Cl)Cl.CC#N.O. The product is [C:1]1([C:16]2[CH:17]=[CH:18][CH:19]=[CH:20][CH:21]=2)[CH:6]=[CH:5][C:4]([CH:7]([N:14]([CH3:15])[C:38](=[O:40])[CH2:37][N:32]2[C:31]3[CH:41]=[C:27]([C:25]([O:24][CH2:22][CH3:23])=[O:26])[CH:28]=[CH:29][C:30]=3[O:35][CH2:34][C:33]2=[O:36])[CH2:8][N:9]2[CH2:13][CH2:12][CH2:11][CH2:10]2)=[CH:3][CH:2]=1. The yield is 0.770. (3) The yield is 0.920. The reactants are C([O:8][C:9]1[CH:14]=[CH:13][C:12]([N+:15]([O-])=O)=[C:11]([F:18])[C:10]=1[F:19])C1C=CC=CC=1. The catalyst is CO.[Pd]. The product is [NH2:15][C:12]1[CH:13]=[CH:14][C:9]([OH:8])=[C:10]([F:19])[C:11]=1[F:18]. (4) The reactants are [NH2:1][C:2]1[NH:3][C:4](=O)[C:5]2[S:10][C:9](=[O:11])[N:8]([C@@H:12]3[O:24][C@H:23]([CH2:25][O:26][C:27](=[O:29])[CH3:28])[C@@H:18]([O:19][C:20](=[O:22])[CH3:21])[C@H:13]3[O:14][C:15](=[O:17])[CH3:16])[C:6]=2[N:7]=1.C(N(CC)CC)C.O=P(Cl)(Cl)[Cl:40].C([O-])(O)=O.[Na+]. The catalyst is C(Cl)(Cl)Cl. The product is [NH2:1][C:2]1[N:3]=[C:4]([Cl:40])[C:5]2[S:10][C:9](=[O:11])[N:8]([C@@H:12]3[O:24][C@H:23]([CH2:25][O:26][C:27](=[O:29])[CH3:28])[C@@H:18]([O:19][C:20](=[O:22])[CH3:21])[C@H:13]3[O:14][C:15](=[O:17])[CH3:16])[C:6]=2[N:7]=1. The yield is 0.870. (5) The reactants are [CH2:1]([O:5][CH2:6][CH2:7][CH2:8][CH2:9][CH2:10][CH2:11][CH2:12][CH3:13])[CH:2]1[O:4][CH2:3]1.[C:14]1([CH3:20])[CH:19]=[CH:18][CH:17]=[CH:16][CH:15]=1.Cl.[CH3:22][C:23]([CH3:25])=O. No catalyst specified. The product is [CH2:1]([O:5][CH2:6][CH2:7][CH2:8][CH2:9][CH2:10][CH2:11][CH2:12][CH2:13][CH2:22][CH2:23][CH2:25][CH2:15][CH2:16][CH2:17][CH2:18][CH2:19][CH2:14][CH3:20])[CH:2]1[O:4][CH2:3]1.[CH2:1]([O:5][CH2:6][CH2:7][CH2:8][CH2:9][CH2:10][CH2:11][CH2:12][CH3:13])[CH:2]1[O:4][CH2:3]1. The yield is 0.750. (6) The reactants are [NH2:1][C:2]1[CH:9]=[CH:8][C:7]([Br:10])=[CH:6][C:3]=1[CH:4]=O.[NH2:11][C:12](N)=[O:13]. No catalyst specified. The product is [Br:10][C:7]1[CH:6]=[C:3]2[C:2](=[CH:9][CH:8]=1)[N:1]=[C:12]([OH:13])[N:11]=[CH:4]2. The yield is 0.890. (7) The reactants are [CH3:1][C:2]1[CH:7]=[CH:6][N:5]=[CH:4][C:3]=1[N:8]1[CH2:12][CH2:11][NH:10][C:9]1=[O:13].Br[C:15]1[CH:16]=[CH:17][C:18]2[O:22][CH:21]=[C:20]([CH3:23])[C:19]=2[CH:24]=1.N[C@@H]1CCCC[C@H]1N.C(=O)([O-])[O-].[K+].[K+]. The catalyst is [Cu](I)I.O1CCOCC1. The product is [CH3:23][C:20]1[C:19]2[CH:24]=[C:15]([N:10]3[CH2:11][CH2:12][N:8]([C:3]4[CH:4]=[N:5][CH:6]=[CH:7][C:2]=4[CH3:1])[C:9]3=[O:13])[CH:16]=[CH:17][C:18]=2[O:22][CH:21]=1. The yield is 0.308. (8) The reactants are [NH2:1][CH:2]1[CH:6]([CH:7]([O:9][CH2:10][CH3:11])[OH:8])[CH2:5][NH:4][NH:3]1.[NH:12]1[C:16]2[CH:17]=[CH:18][C:19]([C:21](=O)[CH2:22][C:23](OCC)=[O:24])=[CH:20][C:15]=2[N:14]=[N:13]1. The catalyst is CCCCO.CC1C=CC(S(O)(=O)=O)=CC=1. The product is [NH:12]1[C:16]2[CH:17]=[CH:18][C:19]([C:21]3[NH:1][C:2]4[N:3]([N:4]=[CH:5][C:6]=4[C:7]([O:9][CH2:10][CH3:11])=[O:8])[C:23](=[O:24])[CH:22]=3)=[CH:20][C:15]=2[N:14]=[N:13]1. The yield is 0.870.